Task: Predict the reaction yield, written as a fraction of the theoretical maximum amount of product (1.0 means a 100% yield; for example, 0.34 means a 34% yield).. Dataset: Reaction yield outcomes from USPTO patents with 853,638 reactions (1) No catalyst specified. The product is [OH:13][CH:8]([C:7]([O:26][C:20]1[CH:25]=[CH:24][CH:23]=[CH:22][CH:21]=1)([C:14]1[CH:19]=[CH:18][CH:17]=[CH:16][CH:15]=1)[C:1]1[CH:2]=[CH:3][CH:4]=[CH:5][CH:6]=1)[C:9]([O:11][CH3:12])=[O:10]. The yield is 0.770. The reactants are [C:1]1([C:7]2([C:14]3[CH:19]=[CH:18][CH:17]=[CH:16][CH:15]=3)[O:13][CH:8]2[C:9]([O:11][CH3:12])=[O:10])[CH:6]=[CH:5][CH:4]=[CH:3][CH:2]=1.[C:20]1([OH:26])[CH:25]=[CH:24][CH:23]=[CH:22][CH:21]=1. (2) The reactants are O[CH:2]([C:11]1[CH:23]=[CH:22][C:14]([C:15]([O:17][C:18]([CH3:21])([CH3:20])[CH3:19])=[O:16])=[CH:13][C:12]=1[C:24]([N:26]1[CH2:35][CH2:34][C:33]2[C:28](=[CH:29][CH:30]=[CH:31][CH:32]=2)[CH2:27]1)=[O:25])[CH:3]([N+:8]([O-:10])=[O:9])[CH2:4][CH2:5][CH2:6][CH3:7].C(OC(=O)C)(=O)C. The catalyst is C1COCC1.CN(C1C=CN=CC=1)C.C(Cl)Cl. The product is [N+:8]([C:3]([CH2:4][CH2:5][CH2:6][CH3:7])=[CH:2][C:11]1[CH:23]=[CH:22][C:14]([C:15]([O:17][C:18]([CH3:21])([CH3:20])[CH3:19])=[O:16])=[CH:13][C:12]=1[C:24]([N:26]1[CH2:35][CH2:34][C:33]2[C:28](=[CH:29][CH:30]=[CH:31][CH:32]=2)[CH2:27]1)=[O:25])([O-:10])=[O:9]. The yield is 0.800. (3) The reactants are Cl[C:2]1[N:7]=[CH:6][C:5]([C:8]2[CH:9]=[C:10]3[C:14](=[CH:15][CH:16]=2)[N:13]([S:17]([C:20]2[CH:25]=[CH:24][CH:23]=[CH:22][CH:21]=2)(=[O:19])=[O:18])[C:12]([C:26]2[C:31]([F:32])=[CH:30][CH:29]=[CH:28][C:27]=2[F:33])=[CH:11]3)=[C:4]([CH3:34])[CH:3]=1.[N:35]1[CH:40]=[C:39](B(O)O)[CH:38]=[N:37][CH:36]=1.C(=O)([O-])[O-].[Cs+].[Cs+].O. The catalyst is O1CCOCC1.C1C=CC([P]([Pd]([P](C2C=CC=CC=2)(C2C=CC=CC=2)C2C=CC=CC=2)([P](C2C=CC=CC=2)(C2C=CC=CC=2)C2C=CC=CC=2)[P](C2C=CC=CC=2)(C2C=CC=CC=2)C2C=CC=CC=2)(C2C=CC=CC=2)C2C=CC=CC=2)=CC=1. The product is [C:20]1([S:17]([N:13]2[C:14]3[C:10](=[CH:9][C:8]([C:5]4[CH:6]=[N:7][C:2]([C:39]5[CH:40]=[N:35][CH:36]=[N:37][CH:38]=5)=[CH:3][C:4]=4[CH3:34])=[CH:16][CH:15]=3)[CH:11]=[C:12]2[C:26]2[C:31]([F:32])=[CH:30][CH:29]=[CH:28][C:27]=2[F:33])(=[O:18])=[O:19])[CH:21]=[CH:22][CH:23]=[CH:24][CH:25]=1. The yield is 0.980. (4) The reactants are [C:1]1(=[O:12])[C:10]2[C:5](=[CH:6][CH:7]=[CH:8][CH:9]=2)[C:4](=[O:11])[CH:3]=[CH:2]1.[C:13]([NH:20][CH2:21][CH2:22][CH2:23]C(O)=O)([O:15][C:16]([CH3:19])([CH3:18])[CH3:17])=[O:14].O. The catalyst is CC#N.[N+]([O-])([O-])=O.[Ag+]. The product is [C:16]([O:15][C:13]([NH:20][CH2:21][CH2:22][CH2:23][C:3]1[C:4](=[O:11])[C:5]2[C:10]([C:1](=[O:12])[CH:2]=1)=[CH:9][CH:8]=[CH:7][CH:6]=2)=[O:14])([CH3:19])([CH3:18])[CH3:17]. The yield is 0.130. (5) The reactants are F[C:2]1[CH:11]=[C:10]2[C:5]([C:6](=[O:13])[NH:7][C:8](=[O:12])[NH:9]2)=[CH:4][CH:3]=1.[NH2:14][C@H:15]1[CH2:20][CH2:19][C@H:18]([NH2:21])[CH2:17][CH2:16]1. The catalyst is O. The product is [NH2:14][C@H:15]1[CH2:20][CH2:19][C@H:18]([NH:21][C:2]2[CH:11]=[C:10]3[C:5]([C:6](=[O:13])[NH:7][C:8](=[O:12])[NH:9]3)=[CH:4][CH:3]=2)[CH2:17][CH2:16]1. The yield is 0.160. (6) The reactants are [I:1][C:2]1[C:10]2[C:5](=[N:6][CH:7]=[N:8][C:9]=2[NH2:11])[NH:4][N:3]=1.C([O-])([O-])=O.[K+].[K+].[CH:18](Br)([CH3:20])[CH3:19]. The catalyst is CN(C=O)C. The product is [I:1][C:2]1[C:10]2[C:5](=[N:6][CH:7]=[N:8][C:9]=2[NH2:11])[N:4]([CH:18]([CH3:20])[CH3:19])[N:3]=1. The yield is 0.720. (7) The reactants are Cl[C:2]1[C:11]([C:12]([OH:14])=[O:13])=[CH:10][C:9]2[C:4](=[CH:5][CH:6]=[C:7]([Cl:15])[CH:8]=2)[N:3]=1.[OH:16][C:17]1[CH:18]=[C:19]([CH:26]=[CH:27][C:28]=1[OH:29])[CH2:20][C@@H:21]([C:23]([OH:25])=[O:24])[NH2:22]. No catalyst specified. The product is [C:23]([C@@H:21]([NH:22][C:2]1[C:11]([C:12]([OH:14])=[O:13])=[CH:10][C:9]2[C:4](=[CH:5][CH:6]=[C:7]([Cl:15])[CH:8]=2)[N:3]=1)[CH2:20][C:19]1[CH:26]=[CH:27][C:28]([OH:29])=[C:17]([OH:16])[CH:18]=1)([OH:25])=[O:24]. The yield is 0.500.